Predict the product of the given reaction. From a dataset of Forward reaction prediction with 1.9M reactions from USPTO patents (1976-2016). (1) Given the reactants [Cl:1][C:2]1[CH:7]=[C:6]([CH2:8][CH2:9][NH:10][C:11]2[N:16]=[C:15]([C:17]3[CH:22]=[CH:21][CH:20]=[C:19]([CH2:23][NH:24][CH:25]([CH3:27])[CH3:26])[CH:18]=3)[CH:14]=[CH:13][N:12]=2)[CH:5]=[CH:4][C:3]=1[OH:28].[F:29][C:30]([F:41])([F:40])[C:31]1[C:36]([C:37](O)=[O:38])=[CH:35][N:34]=[CH:33][CH:32]=1, predict the reaction product. The product is: [Cl:1][C:2]1[CH:7]=[C:6]([CH2:8][CH2:9][NH:10][C:11]2[N:16]=[C:15]([C:17]3[CH:18]=[C:19]([CH:20]=[CH:21][CH:22]=3)[CH2:23][N:24]([CH:25]([CH3:26])[CH3:27])[C:37](=[O:38])[C:36]3[C:31]([C:30]([F:41])([F:29])[F:40])=[CH:32][CH:33]=[N:34][CH:35]=3)[CH:14]=[CH:13][N:12]=2)[CH:5]=[CH:4][C:3]=1[OH:28]. (2) Given the reactants Cl[Si](C)(C)C.[I-].[K+].[CH:8]1([C:11]2[CH:12]=[CH:13][C:14]([CH:19]([C:27]3[CH:32]=[CH:31][C:30]([O:33][CH2:34][CH3:35])=[C:29]([F:36])[CH:28]=3)[CH2:20][C@@H:21]3[NH:25][C:24](=[O:26])[CH2:23][CH2:22]3)=[N:15][C:16]=2[O:17]C)[CH2:10][CH2:9]1.O, predict the reaction product. The product is: [CH:8]1([C:11]2[C:16](=[O:17])[NH:15][C:14]([CH:19]([C:27]3[CH:32]=[CH:31][C:30]([O:33][CH2:34][CH3:35])=[C:29]([F:36])[CH:28]=3)[CH2:20][C@H:21]3[CH2:22][CH2:23][C:24](=[O:26])[NH:25]3)=[CH:13][CH:12]=2)[CH2:10][CH2:9]1. (3) The product is: [CH3:15][O:14][C:3]1[CH:4]=[C:5]([N:8]2[CH2:13][CH2:12][O:11][CH2:10][CH2:9]2)[CH:6]=[CH:7][C:2]=1[C:24]([OH:23])=[O:26]. Given the reactants Br[C:2]1[CH:7]=[CH:6][C:5]([N:8]2[CH2:13][CH2:12][O:11][CH2:10][CH2:9]2)=[CH:4][C:3]=1[O:14][CH3:15].C([Li])CCC.C([O:23][CH2:24]C)C.[OH2:26], predict the reaction product. (4) Given the reactants [CH3:1][O:2][C:3]([C:5]1[S:6][C:7]([C:27]#[C:28][C:29]([CH3:32])([CH3:31])[CH3:30])=[CH:8][C:9]=1[N:10]([C:18]([CH:20]1[CH2:25][CH2:24][C:23]([CH3:26])=[CH:22][CH2:21]1)=[O:19])[CH:11]1[CH2:16][CH2:15][C:14](=[O:17])[CH2:13][CH2:12]1)=[O:4].[BH4-].[Na+].CCOC(C)=O, predict the reaction product. The product is: [CH3:1][O:2][C:3]([C:5]1[S:6][C:7]([C:27]#[C:28][C:29]([CH3:32])([CH3:31])[CH3:30])=[CH:8][C:9]=1[N:10]([C@H:11]1[CH2:12][CH2:13][C@H:14]([OH:17])[CH2:15][CH2:16]1)[C:18]([CH:20]1[CH2:25][CH2:24][C:23]([CH3:26])=[CH:22][CH2:21]1)=[O:19])=[O:4]. (5) Given the reactants [CH3:1][O:2][CH2:3][C:4]([OH:6])=O.ON1C2C=CC=CC=2N=N1.CN1CCOCC1.N=C=N.[NH2:27][CH2:28][C:29]1[CH:30]=[C:31]([CH:52]=[CH:53][CH:54]=1)[CH2:32][N:33]1[C:38]([CH3:39])=[CH:37][C:36]([O:40][CH2:41][C:42]2[CH:47]=[CH:46][C:45]([F:48])=[CH:44][C:43]=2[F:49])=[C:35]([Br:50])[C:34]1=[O:51].CN=C=O, predict the reaction product. The product is: [Br:50][C:35]1[C:34](=[O:51])[N:33]([CH2:32][C:31]2[CH:30]=[C:29]([CH:54]=[CH:53][CH:52]=2)[CH2:28][NH:27][C:4](=[O:6])[CH2:3][O:2][CH3:1])[C:38]([CH3:39])=[CH:37][C:36]=1[O:40][CH2:41][C:42]1[CH:47]=[CH:46][C:45]([F:48])=[CH:44][C:43]=1[F:49]. (6) Given the reactants C(S(CCN1CCN(CCCC2C=CC=CC=2)CC1)=[O:15])(C1C=CC=CC=1)C1C=CC=CC=1.[F:33][C:34]1[CH:39]=[CH:38][C:37]([CH:40]([C:59]2[CH:64]=[CH:63][C:62]([F:65])=[CH:61][CH:60]=2)[S:41][CH2:42][CH2:43][N:44]2[CH2:49][CH2:48][N:47]([CH2:50][CH2:51][CH2:52][C:53]3[CH:58]=[CH:57][CH:56]=[CH:55][CH:54]=3)[CH2:46][CH2:45]2)=[CH:36][CH:35]=1, predict the reaction product. The product is: [F:33][C:34]1[CH:39]=[CH:38][C:37]([CH:40]([C:59]2[CH:60]=[CH:61][C:62]([F:65])=[CH:63][CH:64]=2)[S:41]([CH2:42][CH2:43][N:44]2[CH2:45][CH2:46][N:47]([CH2:50][CH2:51][CH2:52][C:53]3[CH:58]=[CH:57][CH:56]=[CH:55][CH:54]=3)[CH2:48][CH2:49]2)=[O:15])=[CH:36][CH:35]=1. (7) Given the reactants [C:1]([O:5][C@H:6]1[CH2:10][N:9]([C:11](=[O:19])[CH2:12][C:13]2[O:17][N:16]=[C:15]([CH3:18])[CH:14]=2)[C@H:8]([C:20]([OH:22])=O)[CH2:7]1)([CH3:4])([CH3:3])[CH3:2].[CH3:23][C:24]1[N:25]=[CH:26][S:27][C:28]=1[C:29]1[CH:34]=[CH:33][C:32]([CH2:35][NH2:36])=[CH:31][CH:30]=1.C(Cl)CCl.C1C=CC2N(O)N=NC=2C=1.CCN(C(C)C)C(C)C, predict the reaction product. The product is: [C:1]([O:5][C@H:6]1[CH2:10][N:9]([C:11](=[O:19])[CH2:12][C:13]2[O:17][N:16]=[C:15]([CH3:18])[CH:14]=2)[C@H:8]([C:20]([NH:36][CH2:35][C:32]2[CH:31]=[CH:30][C:29]([C:28]3[S:27][CH:26]=[N:25][C:24]=3[CH3:23])=[CH:34][CH:33]=2)=[O:22])[CH2:7]1)([CH3:2])([CH3:3])[CH3:4]. (8) The product is: [C:1]([N:34]1[CH2:33][CH2:32][CH:31]([NH:30][C:23]2[CH:24]=[C:25]([O:28][CH3:29])[CH:26]=[CH:27][C:22]=2[C:14]2[NH:13][C:12](=[O:37])[C:11]3[C:16](=[CH:17][C:18]([O:20][CH3:21])=[CH:19][C:10]=3[O:9][CH3:8])[N:15]=2)[CH2:36][CH2:35]1)(=[O:3])[CH3:2]. Given the reactants [C:1](OC(=O)C)(=[O:3])[CH3:2].[CH3:8][O:9][C:10]1[CH:19]=[C:18]([O:20][CH3:21])[CH:17]=[C:16]2[C:11]=1[C:12](=[O:37])[NH:13][C:14]([C:22]1[CH:27]=[CH:26][C:25]([O:28][CH3:29])=[CH:24][C:23]=1[NH:30][CH:31]1[CH2:36][CH2:35][NH:34][CH2:33][CH2:32]1)=[N:15]2.C(N(CC)CC)C, predict the reaction product. (9) Given the reactants [OH:1][C:2]1[CH:3]=[CH:4][C:5]([C:8]([O:10]C)=[O:9])=[N:6][CH:7]=1.[CH:12]1([C:15]#[C:16][CH2:17]O)[CH2:14][CH2:13]1, predict the reaction product. The product is: [CH:12]1([C:15]#[C:16][CH2:17][O:1][C:2]2[CH:3]=[CH:4][C:5]([C:8]([OH:10])=[O:9])=[N:6][CH:7]=2)[CH2:14][CH2:13]1. (10) Given the reactants C[O:2][C:3](=[O:29])[C:4]1[CH:9]=[CH:8][C:7]([CH2:10][NH:11][C:12]2[N:17]=[C:16]([NH2:18])[N:15]=[C:14]([NH:19][CH:20]3[CH2:28][C:27]4[C:22](=[CH:23][CH:24]=[CH:25][CH:26]=4)[CH2:21]3)[N:13]=2)=[CH:6][CH:5]=1.O[Li].O.Cl, predict the reaction product. The product is: [NH2:18][C:16]1[N:15]=[C:14]([NH:19][CH:20]2[CH2:28][C:27]3[C:22](=[CH:23][CH:24]=[CH:25][CH:26]=3)[CH2:21]2)[N:13]=[C:12]([NH:11][CH2:10][C:7]2[CH:6]=[CH:5][C:4]([C:3]([OH:29])=[O:2])=[CH:9][CH:8]=2)[N:17]=1.